The task is: Predict the product of the given reaction.. This data is from Forward reaction prediction with 1.9M reactions from USPTO patents (1976-2016). (1) Given the reactants Br[C:2]1[CH:7]=[CH:6][C:5]([CH:8]2[N:12]([C:13]3[CH:18]=[CH:17][CH:16]=[CH:15][C:14]=3[Cl:19])[N:11]=[C:10]([C:20]([C:26]([F:29])([F:28])[F:27])([C:22]([F:25])([F:24])[F:23])[OH:21])[CH2:9]2)=[CH:4][CH:3]=1.[C:30]([N:37]1[CH2:42][CH2:41][NH:40][CH2:39][CH2:38]1)([O:32][C:33]([CH3:36])([CH3:35])[CH3:34])=[O:31].C1C=CC(P(C2C(C3C(P(C4C=CC=CC=4)C4C=CC=CC=4)=CC=C4C=3C=CC=C4)=C3C(C=CC=C3)=CC=2)C2C=CC=CC=2)=CC=1.CC(C)([O-])C.[Na+], predict the reaction product. The product is: [Cl:19][C:14]1[CH:15]=[CH:16][CH:17]=[CH:18][C:13]=1[N:12]1[CH:8]([C:5]2[CH:4]=[CH:3][C:2]([N:40]3[CH2:39][CH2:38][N:37]([C:30]([O:32][C:33]([CH3:36])([CH3:35])[CH3:34])=[O:31])[CH2:42][CH2:41]3)=[CH:7][CH:6]=2)[CH2:9][C:10]([C:20]([C:26]([F:27])([F:29])[F:28])([C:22]([F:25])([F:24])[F:23])[OH:21])=[N:11]1. (2) Given the reactants [Cl:1][C:2]1[CH:7]=[CH:6][CH:5]=[CH:4][C:3]=1[NH:8][C:9](=[O:27])[CH2:10][CH2:11][C:12]1[C:13]([C:20]2[CH:25]=[CH:24][CH:23]=[CH:22][C:21]=2[Cl:26])=[N:14][C:15]([Br:19])=[CH:16][C:17]=1Br.C(=O)([O-])[O-].[K+].[K+], predict the reaction product. The product is: [Br:19][C:15]1[CH:16]=[C:17]2[C:12]([CH2:11][CH2:10][C:9](=[O:27])[N:8]2[C:3]2[CH:4]=[CH:5][CH:6]=[CH:7][C:2]=2[Cl:1])=[C:13]([C:20]2[CH:25]=[CH:24][CH:23]=[CH:22][C:21]=2[Cl:26])[N:14]=1. (3) Given the reactants [Cl:1][C:2]1[CH:3]=[C:4]2[CH:10]=[C:9]([CH:11]=[O:12])[NH:8][C:5]2=[CH:6][N:7]=1.[C:13]1([Mg]Br)[CH:18]=[CH:17][CH:16]=[CH:15][CH:14]=1.C(OCC)C.[Cl-].[NH4+], predict the reaction product. The product is: [Cl:1][C:2]1[CH:3]=[C:4]2[CH:10]=[C:9]([CH:11]([C:13]3[CH:18]=[CH:17][CH:16]=[CH:15][CH:14]=3)[OH:12])[NH:8][C:5]2=[CH:6][N:7]=1. (4) Given the reactants [C:1]([C:3]1[CH:4]=[C:5]2[C:9](=[CH:10][CH:11]=1)[NH:8][C:7](=[O:12])[C:6]2([CH2:21][NH:22][C@@H:23]([CH3:29])[C:24]([N:26]([CH3:28])[CH3:27])=[O:25])[C:13]1[CH:18]=[CH:17][CH:16]=[CH:15][C:14]=1[O:19][CH3:20])#[N:2].[CH3:30][O:31][C:32]1[CH:37]=[CH:36][C:35]([S:38](Cl)(=[O:40])=[O:39])=[CH:34][CH:33]=1, predict the reaction product. The product is: [C:1]([C:3]1[CH:4]=[C:5]2[C:9](=[CH:10][CH:11]=1)[N:8]([S:38]([C:35]1[CH:34]=[CH:33][C:32]([O:31][CH3:30])=[CH:37][CH:36]=1)(=[O:40])=[O:39])[C:7](=[O:12])[C:6]2([CH2:21][NH:22][C@@H:23]([CH3:29])[C:24]([N:26]([CH3:27])[CH3:28])=[O:25])[C:13]1[CH:18]=[CH:17][CH:16]=[CH:15][C:14]=1[O:19][CH3:20])#[N:2]. (5) The product is: [CH3:21][C:22]1[CH:23]=[CH:24][C:25](=[O:28])[N:26]([C:2]2[CH:20]=[CH:19][C:5]3[N:6]=[C:7]([C@H:9]4[CH2:10][C@H:11]([N:13]5[CH2:14][CH2:18][CH2:15][CH2:16][CH2:17]5)[CH2:12]4)[S:8][C:4]=3[CH:3]=2)[N:27]=1. Given the reactants Br[C:2]1[CH:20]=[CH:19][C:5]2[N:6]=[C:7]([C@H:9]3[CH2:12][C@H:11]([N:13]4[CH2:17][CH2:16][CH2:15][C@H:14]4[CH3:18])[CH2:10]3)[S:8][C:4]=2[CH:3]=1.[CH3:21][C:22]1[CH:23]=[CH:24][C:25](=[O:28])[NH:26][N:27]=1.N1NC(=O)C=CC=1, predict the reaction product. (6) Given the reactants [NH:1]1[CH:5]=[CH:4][CH:3]=[N:2]1.[H-].[Na+].[CH3:8][O:9][CH:10]([O:13][CH3:14])[CH2:11]Br, predict the reaction product. The product is: [CH3:8][O:9][CH:10]([O:13][CH3:14])[CH2:11][N:1]1[CH:5]=[CH:4][CH:3]=[N:2]1.